Dataset: Forward reaction prediction with 1.9M reactions from USPTO patents (1976-2016). Task: Predict the product of the given reaction. (1) Given the reactants [OH:1][CH2:2][C:3]1[CH:4]=[C:5]([CH:8]=[CH:9][C:10]=1[C:11](=[O:19])[C:12]1[CH:17]=[CH:16][C:15]([F:18])=[CH:14][CH:13]=1)[C:6]#[N:7].C(C1C=C2C(=CC=1)C(=O)OC2)#N.OCC1C=C(C=CC=1C(C1C=CC(F)=CC=1)(C1C=CC(F)=CC=1)O)C#N.[BH4-].[Na+].[OH-].[Na+], predict the reaction product. The product is: [OH:1][CH2:2][C:3]1[CH:4]=[C:5]([CH:8]=[CH:9][C:10]=1[CH:11]([C:12]1[CH:17]=[CH:16][C:15]([F:18])=[CH:14][CH:13]=1)[OH:19])[C:6]#[N:7]. (2) Given the reactants [C:1]([C:5]1[CH:10]=[CH:9][N:8]=[C:7]([NH2:11])[CH:6]=1)([CH3:4])([CH3:3])[CH3:2].C1N=CN([C:17]([N:19]2C=N[CH:21]=[CH:20]2)=[O:18])C=1.[Cl:24][C:25]1[CH:38]=[CH:37][C:28]([O:29][C:30]2[CH:36]=CC(N)=[CH:32][CH:31]=2)=[CH:27][CH:26]=1.C(O)(=O)CC(CC(O)=O)(C(O)=O)O, predict the reaction product. The product is: [C:1]([C:5]1[CH:10]=[CH:9][N:8]=[C:7]([NH:11][C:17]([NH:19][C:20]2[CH:21]=[CH:36][C:30]([O:29][C:28]3[CH:27]=[CH:26][C:25]([Cl:24])=[CH:38][CH:37]=3)=[CH:31][CH:32]=2)=[O:18])[CH:6]=1)([CH3:4])([CH3:2])[CH3:3]. (3) Given the reactants Br[C:2]1[CH:7]=[CH:6][C:5]([C:8]2[N:9]([CH2:14][C@@H:15]3[CH2:19][CH2:18][N:17]([C:20]([CH:22]4[CH2:24][CH2:23]4)=[O:21])[CH2:16]3)[C:10](=[O:13])[NH:11][N:12]=2)=[CH:4][CH:3]=1.[Cl:25][C:26]1[CH:31]=[C:30]([Cl:32])[CH:29]=[CH:28][C:27]=1B(O)O.[O-]P([O-])([O-])=O.[K+].[K+].[K+], predict the reaction product. The product is: [CH:22]1([C:20]([N:17]2[CH2:18][CH2:19][C@@H:15]([CH2:14][N:9]3[C:8]([C:5]4[CH:6]=[CH:7][C:2]([C:29]5[CH:28]=[CH:27][C:26]([Cl:25])=[CH:31][C:30]=5[Cl:32])=[CH:3][CH:4]=4)=[N:12][NH:11][C:10]3=[O:13])[CH2:16]2)=[O:21])[CH2:24][CH2:23]1. (4) Given the reactants [CH:1]1[CH2:7][CH2:6][CH2:5][CH2:4][CH2:3][CH:2]=1.C(O[K])(C)(C)C.[CH:14](Br)([Br:16])[Br:15].CCCCCC, predict the reaction product. The product is: [Br:15][C:14]1([Br:16])[CH:7]2[CH:1]1[CH2:2][CH2:3][CH2:4][CH2:5][CH2:6]2. (5) Given the reactants [CH2:1]([O:8][C:9]([N:11]1[CH2:16][CH2:15][NH:14][C:13](=[O:17])[CH2:12]1)=[O:10])[C:2]1[CH:7]=[CH:6][CH:5]=[CH:4][CH:3]=1.Br[C:19]1[CH:24]=[C:23]([C:25]#[N:26])[CH:22]=[CH:21][C:20]=1[CH3:27].C([O-])([O-])=O.[Cs+].[Cs+], predict the reaction product. The product is: [C:25]([C:23]1[CH:24]=[CH:19][C:20]([CH2:27][N:14]2[CH2:15][CH2:16][N:11]([C:9]([O:8][CH2:1][C:2]3[CH:3]=[CH:4][CH:5]=[CH:6][CH:7]=3)=[O:10])[CH2:12][C:13]2=[O:17])=[CH:21][CH:22]=1)#[N:26].